Dataset: Peptide-MHC class I binding affinity with 185,985 pairs from IEDB/IMGT. Task: Regression. Given a peptide amino acid sequence and an MHC pseudo amino acid sequence, predict their binding affinity value. This is MHC class I binding data. (1) The peptide sequence is SHLECRTFF. The MHC is HLA-B39:01 with pseudo-sequence HLA-B39:01. The binding affinity (normalized) is 0.0847. (2) The peptide sequence is GKFFAQAFL. The MHC is HLA-B44:02 with pseudo-sequence HLA-B44:02. The binding affinity (normalized) is 0.0847.